From a dataset of Full USPTO retrosynthesis dataset with 1.9M reactions from patents (1976-2016). Predict the reactants needed to synthesize the given product. (1) Given the product [CH2:25]([C:21]1[CH:22]=[C:23]([CH3:24])[C:18]([N:15]2[CH2:16][CH2:17][N:12]([C:10]([C:5]3[CH:4]=[CH:3][C:2]([N:27]4[CH2:31][CH2:30][CH2:29][C:28]4=[O:32])=[CH:9][C:6]=3[C:7]#[N:8])=[O:11])[CH2:13][CH2:14]2)=[N:19][CH:20]=1)[CH3:26], predict the reactants needed to synthesize it. The reactants are: Br[C:2]1[CH:3]=[CH:4][C:5]([C:10]([N:12]2[CH2:17][CH2:16][N:15]([C:18]3[C:23]([CH3:24])=[CH:22][C:21]([CH2:25][CH3:26])=[CH:20][N:19]=3)[CH2:14][CH2:13]2)=[O:11])=[C:6]([CH:9]=1)[C:7]#[N:8].[NH:27]1[CH2:31][CH2:30][CH2:29][C:28]1=[O:32]. (2) Given the product [ClH:28].[CH2:1]([O:8][C:9]1[CH:10]=[C:11]([N:15]2[CH2:20][CH2:19][NH:18][CH2:17][CH2:16]2)[CH:12]=[N:13][CH:14]=1)[C:2]1[CH:7]=[CH:6][CH:5]=[CH:4][CH:3]=1, predict the reactants needed to synthesize it. The reactants are: [CH2:1]([O:8][C:9]1[CH:10]=[C:11]([N:15]2[CH2:20][CH2:19][N:18](C(OC(C)(C)C)=O)[CH2:17][CH2:16]2)[CH:12]=[N:13][CH:14]=1)[C:2]1[CH:7]=[CH:6][CH:5]=[CH:4][CH:3]=1.[ClH:28].